Dataset: Retrosynthesis with 50K atom-mapped reactions and 10 reaction types from USPTO. Task: Predict the reactants needed to synthesize the given product. (1) Given the product CN(CCc1ccccc1)c1c(C(=O)NC2C3CC4CC(C3)CC2C4)cnn1-c1ccccc1, predict the reactants needed to synthesize it. The reactants are: CNCCc1ccccc1.O=C(NC1C2CC3CC(C2)CC1C3)c1cnn(-c2ccccc2)c1Cl. (2) Given the product Cc1c(F)c(N)cc2oc(=O)[nH]c12, predict the reactants needed to synthesize it. The reactants are: Cc1c(F)c([N+](=O)[O-])cc2oc(=O)[nH]c12. (3) Given the product O=C1NC(=O)c2ccccc21, predict the reactants needed to synthesize it. The reactants are: O=C1NC(=O)c2c(O)cccc21. (4) Given the product Cc1nc(C(C)(C)NC(=O)c2ccc(C3CC3)c(OCC3CC3)n2)no1, predict the reactants needed to synthesize it. The reactants are: Cc1nc(C(C)(C)N)no1.O=C(O)c1ccc(C2CC2)c(OCC2CC2)n1. (5) Given the product C[C@@H]1CC2=C[C@H](O)CC[C@]2(CO)[C@H]2CC[C@]3(C)[C@@H](O)CC[C@H]3[C@@H]21, predict the reactants needed to synthesize it. The reactants are: C[C@@H]1CC2=CC(=O)CC[C@]2(CO)[C@H]2CC[C@]3(C)[C@@H](O)CC[C@H]3[C@@H]21. (6) The reactants are: CCOC(=O)C12CCC(NCc3ccccc3)(CC1)CC2O.CS(=O)(=O)Cl. Given the product CCOC(=O)C12CCC(NCc3ccccc3)(CC1)CC2OS(C)(=O)=O, predict the reactants needed to synthesize it. (7) Given the product COc1ccccc1NC(=O)Nc1ccc(CC(=O)O)cc1C, predict the reactants needed to synthesize it. The reactants are: COc1ccccc1NC(=O)Nc1ccc(CC(=O)OC(C)(C)C)cc1C.